From a dataset of NCI-60 drug combinations with 297,098 pairs across 59 cell lines. Regression. Given two drug SMILES strings and cell line genomic features, predict the synergy score measuring deviation from expected non-interaction effect. Drug 1: CN(C)N=NC1=C(NC=N1)C(=O)N. Drug 2: CC1=C2C(C(=O)C3(C(CC4C(C3C(C(C2(C)C)(CC1OC(=O)C(C(C5=CC=CC=C5)NC(=O)C6=CC=CC=C6)O)O)OC(=O)C7=CC=CC=C7)(CO4)OC(=O)C)O)C)OC(=O)C. Cell line: MDA-MB-231. Synergy scores: CSS=9.94, Synergy_ZIP=-10.0, Synergy_Bliss=-11.8, Synergy_Loewe=-51.0, Synergy_HSA=-14.0.